The task is: Predict the reactants needed to synthesize the given product.. This data is from Full USPTO retrosynthesis dataset with 1.9M reactions from patents (1976-2016). (1) Given the product [C:11]([C:13]1[CH:14]=[C:15]([C:19]2[CH:33]=[C:32]([CH2:34][NH:35][S:36]([C:39]3[CH:40]=[CH:41][C:42]([F:45])=[CH:43][CH:44]=3)(=[O:38])=[O:37])[CH:31]=[CH:30][C:20]=2[O:21][CH2:22][C:23]([OH:25])=[O:24])[CH:16]=[CH:17][CH:18]=1)#[N:12], predict the reactants needed to synthesize it. The reactants are: C(O)(C(F)(F)F)=O.C(Cl)Cl.[C:11]([C:13]1[CH:14]=[C:15]([C:19]2[CH:33]=[C:32]([CH2:34][NH:35][S:36]([C:39]3[CH:44]=[CH:43][C:42]([F:45])=[CH:41][CH:40]=3)(=[O:38])=[O:37])[CH:31]=[CH:30][C:20]=2[O:21][CH2:22][C:23]([O:25]C(C)(C)C)=[O:24])[CH:16]=[CH:17][CH:18]=1)#[N:12]. (2) The reactants are: [Br:1][C:2]1[CH:10]=[CH:9][C:5]2[NH:6][CH:7]=[N:8][C:4]=2[C:3]=1[Cl:11].[O:12]1[CH:17]=[CH:16][CH2:15][CH2:14][CH2:13]1.C12(CS(O)(=O)=O)C(C)(C)C(CC1)CC2=O. Given the product [Br:1][C:2]1[CH:10]=[CH:9][C:5]2[N:6]([CH:13]3[CH2:14][CH2:15][CH2:16][CH2:17][O:12]3)[CH:7]=[N:8][C:4]=2[C:3]=1[Cl:11], predict the reactants needed to synthesize it. (3) Given the product [Cl:4][C:5]1[CH:10]=[CH:9][N:8]=[C:7]([CH:11]=[N:2][OH:3])[N:6]=1, predict the reactants needed to synthesize it. The reactants are: Cl.[NH2:2][OH:3].[Cl:4][C:5]1[CH:10]=[CH:9][N:8]=[C:7]([CH:11]=O)[N:6]=1.C([O-])(=O)C.[Na+]. (4) Given the product [O:1]=[C:2]1[C:6]2=[CH:7][NH:8][C:9]3[CH:10]=[CH:11][CH:12]=[CH:13][C:14]=3[C:5]2=[N:4][N:3]1[C:15]1[CH:16]=[CH:17][C:18]([C:19]([NH:36][CH:37]([CH2:38][C:39]2[CH:44]=[CH:43][CH:42]=[CH:41][CH:40]=2)[C:45]([OH:47])=[O:46])=[O:21])=[CH:22][CH:23]=1, predict the reactants needed to synthesize it. The reactants are: [O:1]=[C:2]1[C:6]2=[CH:7][NH:8][C:9]3[CH:10]=[CH:11][CH:12]=[CH:13][C:14]=3[C:5]2=[N:4][N:3]1[C:15]1[CH:23]=[CH:22][C:18]([C:19]([OH:21])=O)=[CH:17][CH:16]=1.C(N1C=CN=C1)(N1C=CN=C1)=O.[NH2:36][C@H:37]([C:45]([OH:47])=[O:46])[CH2:38][C:39]1[CH:44]=[CH:43][CH:42]=[CH:41][CH:40]=1. (5) The reactants are: [Cl:1][C:2]1[CH:7]=[CH:6][CH:5]=[C:4]([Cl:8])[C:3]=1[CH2:9][S:10]([C:13]1[CH:14]=[C:15]2[C:19](=[CH:20][CH:21]=1)[NH:18][C:17](=[O:22])[CH2:16]2)(=[O:12])=[O:11].[OH:23][CH:24]1[CH2:29][CH2:28][N:27]([CH2:30][C:31]2[C:32]([CH3:39])=[C:33]([CH:37]=O)[NH:34][C:35]=2[CH3:36])[CH2:26][CH2:25]1.N1CCCCC1. Given the product [Cl:8][C:4]1[CH:5]=[CH:6][CH:7]=[C:2]([Cl:1])[C:3]=1[CH2:9][S:10]([C:13]1[CH:14]=[C:15]2[C:19](=[CH:20][CH:21]=1)[NH:18][C:17](=[O:22])/[C:16]/2=[CH:37]\[C:33]1[NH:34][C:35]([CH3:36])=[C:31]([CH2:30][N:27]2[CH2:26][CH2:25][CH:24]([OH:23])[CH2:29][CH2:28]2)[C:32]=1[CH3:39])(=[O:12])=[O:11], predict the reactants needed to synthesize it. (6) Given the product [F:34][C:22]1[CH:23]=[C:24]([N:27]2[CH:32]=[CH:31][CH:30]=[CH:29][C:28]2=[O:33])[CH:25]=[CH:26][C:21]=1[NH:20][C:3]([CH2:4][N:5]1[N:9]=[N:8][C:7]([NH:10][C:11]([C:13]2[S:14][C:15]([Cl:18])=[CH:16][CH:17]=2)=[O:12])=[N:6]1)=[O:19], predict the reactants needed to synthesize it. The reactants are: CO[C:3](=[O:19])[CH2:4][N:5]1[N:9]=[N:8][C:7]([NH:10][C:11]([C:13]2[S:14][C:15]([Cl:18])=[CH:16][CH:17]=2)=[O:12])=[N:6]1.[NH2:20][C:21]1[CH:26]=[CH:25][C:24]([N:27]2[CH:32]=[CH:31][CH:30]=[CH:29][C:28]2=[O:33])=[CH:23][C:22]=1[F:34]. (7) Given the product [Cl:19][C:3]1[C:2]2[NH:1][C:22](=[S:23])[N:8]([CH2:9][CH2:10][NH:11][C:12](=[O:18])[O:13][C:14]([CH3:15])([CH3:16])[CH3:17])[C:7]=2[CH:6]=[CH:5][N:4]=1, predict the reactants needed to synthesize it. The reactants are: [NH2:1][C:2]1[C:3]([Cl:19])=[N:4][CH:5]=[CH:6][C:7]=1[NH:8][CH2:9][CH2:10][NH:11][C:12](=[O:18])[O:13][C:14]([CH3:17])([CH3:16])[CH3:15].[OH-].[K+].[C:22](=S)=[S:23].CC(O)=O. (8) Given the product [CH3:2][O:3][C:4]1([CH2:10][NH2:11])[CH2:9][CH2:8][O:7][CH2:6][CH2:5]1, predict the reactants needed to synthesize it. The reactants are: [Li].[CH3:2][O:3][C:4]1([C:10]#[N:11])[CH2:9][CH2:8][O:7][CH2:6][CH2:5]1.O.